This data is from Forward reaction prediction with 1.9M reactions from USPTO patents (1976-2016). The task is: Predict the product of the given reaction. (1) The product is: [CH3:1][C:2]1[N:6]([CH2:7][C:8]([F:11])([F:10])[F:9])[N:5]=[C:4]([C:12]2[CH:17]=[CH:16][CH:15]=[CH:14][CH:13]=2)[C:3]=1[NH2:18]. Given the reactants [CH3:1][C:2]1[N:6]([CH2:7][C:8]([F:11])([F:10])[F:9])[N:5]=[C:4]([C:12]2[CH:17]=[CH:16][CH:15]=[CH:14][CH:13]=2)[C:3]=1[N:18]=O.Cl, predict the reaction product. (2) The product is: [F:18][C:19]1[CH:20]=[CH:21][C:22]([C:23]([NH:25][C:26]2[S:27][C:28]3[C:34]([N:35]4[CH2:36][CH2:37][CH2:39][CH2:40]4)=[CH:33][CH:32]=[C:31]([O:41][CH3:42])[C:29]=3[N:30]=2)=[O:24])=[CH:43][CH:44]=1. Given the reactants BrC1C=CC(OC)=C([N+]([O-])=O)C=1.N1CCCC1.[F:18][C:19]1[CH:44]=[CH:43][C:22]([C:23]([NH:25][C:26]2[S:27][C:28]3[C:34]([N:35]4[CH2:40][CH2:39]O[CH2:37][CH2:36]4)=[CH:33][CH:32]=[C:31]([O:41][CH3:42])[C:29]=3[N:30]=2)=[O:24])=[CH:21][CH:20]=1, predict the reaction product. (3) Given the reactants CC1C=CC(S(O[CH2:12][CH2:13][C@H:14]2[CH2:17][CH2:16][O:15]2)(=O)=O)=CC=1.[N-:18]=[N+:19]=[N-:20].[Na+].O, predict the reaction product. The product is: [N:18]([CH2:12][CH2:13][C@H:14]1[CH2:17][CH2:16][O:15]1)=[N+:19]=[N-:20]. (4) Given the reactants [C:1]([NH:9][C:10]1[C:15]2[O:16][C@@H:17]([CH2:37][N:38]([CH3:46])[C:39](=O)OC(C)(C)C)[C@H:18]([CH3:36])[CH2:19][N:20]([C@@H:23]([CH3:35])[CH2:24][O:25]CC3C=CC(OC)=CC=3)[C:21](=[O:22])[C:14]=2[CH:13]=[CH:12][CH:11]=1)(=[O:8])[C:2]1[CH:7]=[CH:6][N:5]=[CH:4][CH:3]=1.O(C1C=CC(C=O)=CC=1)C1C=CC=CC=1.C=O, predict the reaction product. The product is: [CH3:46][N:38]([CH2:37][C@@H:17]1[O:16][C:15]2[C:10]([NH:9][C:1](=[O:8])[C:2]3[CH:3]=[CH:4][N:5]=[CH:6][CH:7]=3)=[CH:11][CH:12]=[CH:13][C:14]=2[C:21](=[O:22])[N:20]([C@@H:23]([CH3:35])[CH2:24][OH:25])[CH2:19][C@H:18]1[CH3:36])[CH3:39].